The task is: Predict the product of the given reaction.. This data is from Forward reaction prediction with 1.9M reactions from USPTO patents (1976-2016). (1) Given the reactants C(OC(=O)[NH:7][C:8]1[N:9]([CH3:26])[C:10](=[O:25])[C:11]([CH3:24])([CH3:23])[C@:12]([C:15]2[CH:20]=[C:19]([NH2:21])[CH:18]=[CH:17][C:16]=2[F:22])([CH3:14])[N:13]=1)(C)(C)C.[F:28][C:29]([CH3:34])([CH3:33])[C:30](O)=[O:31], predict the reaction product. The product is: [NH2:7][C:8]1[N:9]([CH3:26])[C:10](=[O:25])[C:11]([CH3:24])([CH3:23])[C@:12]([C:15]2[CH:20]=[C:19]([NH:21][C:30](=[O:31])[C:29]([F:28])([CH3:34])[CH3:33])[CH:18]=[CH:17][C:16]=2[F:22])([CH3:14])[N:13]=1. (2) Given the reactants Br[C:2]1[C:11]([N:12]([CH:15]2[CH2:20][CH2:19][C:18]([F:22])([F:21])[CH2:17][CH2:16]2)[CH2:13][CH3:14])=[CH:10][CH:9]=[CH:8][C:3]=1[C:4]([O:6][CH3:7])=[O:5].[CH2:23]([Sn](CCCC)(CCCC)CCCC)[CH:24]=[CH2:25].[Cl-].[Li+].C(Cl)Cl.[F-].[Cs+], predict the reaction product. The product is: [CH2:25]([C:2]1[C:11]([N:12]([CH:15]2[CH2:20][CH2:19][C:18]([F:22])([F:21])[CH2:17][CH2:16]2)[CH2:13][CH3:14])=[CH:10][CH:9]=[CH:8][C:3]=1[C:4]([O:6][CH3:7])=[O:5])[CH:24]=[CH2:23]. (3) The product is: [Br:1][C:2]1[CH:9]=[CH:8][C:5]([CH2:6][Cl:13])=[C:4]([CH3:10])[CH:3]=1. Given the reactants [Br:1][C:2]1[CH:9]=[CH:8][C:5]([CH2:6]O)=[C:4]([CH3:10])[CH:3]=1.S(Cl)([Cl:13])=O, predict the reaction product.